Dataset: Forward reaction prediction with 1.9M reactions from USPTO patents (1976-2016). Task: Predict the product of the given reaction. (1) Given the reactants [Cl:1][C:2]1[CH:7]=[C:6]2[NH:8][C:9](=[O:31])[C:10]3([CH:15]([C:16]4[CH:21]=[CH:20][CH:19]=[C:18]([Cl:22])[CH:17]=4)[CH2:14][C:13](=[O:23])[N:12]([CH2:24][C:25](F)=[O:26])[CH:11]3[C:28]([CH3:30])=[CH2:29])[C:5]2=[CH:4][CH:3]=1.[CH3:32][N:33]1[CH2:38][CH2:37][CH:36]([NH2:39])[CH2:35][CH2:34]1.CN1CCOCC1, predict the reaction product. The product is: [Cl:1][C:2]1[CH:7]=[C:6]2[NH:8][C:9](=[O:31])[C:10]3([CH:15]([C:16]4[CH:21]=[CH:20][CH:19]=[C:18]([Cl:22])[CH:17]=4)[CH2:14][C:13](=[O:23])[N:12]([CH2:24][C:25]([NH:39][CH:36]4[CH2:37][CH2:38][N:33]([CH3:32])[CH2:34][CH2:35]4)=[O:26])[CH:11]3[C:28]([CH3:30])=[CH2:29])[C:5]2=[CH:4][CH:3]=1. (2) Given the reactants Br[C:2]1[CH:11]=[C:10]2[C:5]([C:6](=[O:12])[NH:7][CH:8]=[N:9]2)=[CH:4][CH:3]=1.CC1(C)C2C(=C(P(C3C=CC=CC=3)C3C=CC=CC=3)C=CC=2)OC2C(P(C3C=CC=CC=3)C3C=CC=CC=3)=CC=CC1=2.[CH2:55]([SH:62])[C:56]1[CH:61]=[CH:60][CH:59]=[CH:58][CH:57]=1.CCN(C(C)C)C(C)C, predict the reaction product. The product is: [CH2:55]([S:62][C:2]1[CH:11]=[C:10]2[C:5]([C:6](=[O:12])[NH:7][CH:8]=[N:9]2)=[CH:4][CH:3]=1)[C:56]1[CH:61]=[CH:60][CH:59]=[CH:58][CH:57]=1. (3) Given the reactants Br[C:2]1[CH:7]=[C:6]([F:8])[CH:5]=[CH:4][C:3]=1[SH:9].C[Li].C([Li])(C)(C)C.[C:17]([O:21][C:22]([N:24]1[CH2:29][CH2:28][C:27](=[O:30])[CH2:26][CH2:25]1)=[O:23])([CH3:20])([CH3:19])[CH3:18], predict the reaction product. The product is: [C:17]([O:21][C:22]([N:24]1[CH2:29][CH2:28][C:27]([C:2]2[CH:7]=[C:6]([F:8])[CH:5]=[CH:4][C:3]=2[SH:9])([OH:30])[CH2:26][CH2:25]1)=[O:23])([CH3:20])([CH3:18])[CH3:19]. (4) Given the reactants [CH2:1]([O:3][C:4]([C:6]1[C:10]([CH3:11])=[C:9]([CH:12]=O)[S:8][C:7]=1[NH:14][C:15](=[O:28])[C:16]1[CH:21]=[CH:20][CH:19]=[C:18]([CH2:22][N:23]([CH2:26][CH3:27])[CH2:24][CH3:25])[CH:17]=1)=[O:5])[CH3:2].[C:29](O)(=O)[CH3:30].C(O[BH-](O[C:43](=O)[CH3:44])OC(=O)C)(=O)C.[Na+].C(=O)([O-])O.[Na+].[CH3:52][N:53](C)C=O, predict the reaction product. The product is: [CH2:1]([O:3][C:4]([C:6]1[C:10]([CH3:11])=[C:9]([CH2:12][N:53]2[CH2:30][CH2:29][CH2:44][CH2:43][CH2:52]2)[S:8][C:7]=1[NH:14][C:15](=[O:28])[C:16]1[CH:21]=[CH:20][CH:19]=[C:18]([CH2:22][N:23]([CH2:24][CH3:25])[CH2:26][CH3:27])[CH:17]=1)=[O:5])[CH3:2]. (5) Given the reactants [NH2:1][C:2]1[CH:7]=[CH:6][C:5]([N:8]2[CH:13]=[CH:12][C:11]([O:14][CH2:15][C:16]3[CH:21]=[CH:20][C:19]([F:22])=[CH:18][CH:17]=3)=[CH:10][C:9]2=[O:23])=[CH:4][C:3]=1[NH:24][CH3:25].[CH3:26][C:27]1[N:28]=[CH:29][O:30][C:31]=1[C:32](O)=O.CN(C(ON1N=NC2C=CC=NC1=2)=[N+](C)C)C.F[P-](F)(F)(F)(F)F.C(N(CC)C(C)C)(C)C.C([O-])(O)=O.[Na+], predict the reaction product. The product is: [F:22][C:19]1[CH:18]=[CH:17][C:16]([CH2:15][O:14][C:11]2[CH:12]=[CH:13][N:8]([C:5]3[CH:6]=[CH:7][C:2]4[N:1]=[C:32]([C:31]5[O:30][CH:29]=[N:28][C:27]=5[CH3:26])[N:24]([CH3:25])[C:3]=4[CH:4]=3)[C:9](=[O:23])[CH:10]=2)=[CH:21][CH:20]=1.